This data is from Peptide-MHC class I binding affinity with 185,985 pairs from IEDB/IMGT. The task is: Regression. Given a peptide amino acid sequence and an MHC pseudo amino acid sequence, predict their binding affinity value. This is MHC class I binding data. (1) The peptide sequence is QMAGVEVRY. The MHC is HLA-A68:01 with pseudo-sequence HLA-A68:01. The binding affinity (normalized) is 0.176. (2) The peptide sequence is VIPMFSAL. The MHC is HLA-A26:01 with pseudo-sequence HLA-A26:01. The binding affinity (normalized) is 0.